Predict the reactants needed to synthesize the given product. From a dataset of Full USPTO retrosynthesis dataset with 1.9M reactions from patents (1976-2016). Given the product [CH2:1]([O:5][C:6]([N:8]1[CH2:9][CH2:10][N:11]([C:14](=[O:35])[CH2:15][NH:16][C:17]([C:19]2[CH:23]=[C:22]([O:24][CH2:25][C:26](=[O:27])[N:69]3[CH2:73][CH2:72][CH2:71][C@H:70]3[C:74]3[NH:78][N:77]=[N:76][N:75]=3)[N:21]([C:29]3[CH:34]=[CH:33][CH:32]=[CH:31][CH:30]=3)[N:20]=2)=[O:18])[CH2:12][CH2:13]1)=[O:7])[CH2:2][CH2:3][CH3:4], predict the reactants needed to synthesize it. The reactants are: [CH2:1]([O:5][C:6]([N:8]1[CH2:13][CH2:12][N:11]([C:14](=[O:35])[CH2:15][NH:16][C:17]([C:19]2[CH:23]=[C:22]([O:24][CH2:25][C:26](O)=[O:27])[N:21]([C:29]3[CH:34]=[CH:33][CH:32]=[CH:31][CH:30]=3)[N:20]=2)=[O:18])[CH2:10][CH2:9]1)=[O:7])[CH2:2][CH2:3][CH3:4].CN(C(ON1N=NC2C=CC=NC1=2)=[N+](C)C)C.F[P-](F)(F)(F)(F)F.CCN(C(C)C)C(C)C.[NH:69]1[CH2:73][CH2:72][CH2:71][C@H:70]1[C:74]1[NH:78][N:77]=[N:76][N:75]=1.